Predict the reaction yield, written as a fraction of the theoretical maximum amount of product (1.0 means a 100% yield; for example, 0.34 means a 34% yield). From a dataset of Reaction yield outcomes from USPTO patents with 853,638 reactions. (1) The reactants are [F:1][C:2]1[CH:3]=[C:4]([NH2:10])[C:5]([NH2:9])=[CH:6][C:7]=1[F:8].[C:11]([O:15][C:16]([N:18]1[CH2:23][CH2:22][CH2:21][CH2:20][CH:19]1[CH2:24][C:25](O)=O)=[O:17])([CH3:14])([CH3:13])[CH3:12]. The catalyst is C(OCC)(=O)C. The product is [C:11]([O:15][C:16]([N:18]1[CH2:23][CH2:22][CH2:21][CH2:20][CH:19]1[CH2:24][C:25]1[NH:9][C:5]2[CH:6]=[C:7]([F:8])[C:2]([F:1])=[CH:3][C:4]=2[N:10]=1)=[O:17])([CH3:14])([CH3:13])[CH3:12]. The yield is 0.150. (2) The reactants are COC(C1C=C(O)C2C(=C(N)C=CC=2)N=1)=O.C[O:18][C:19]([C:21]1[CH:30]=[C:29]([NH2:31])[C:28]2[C:23](=[C:24]([NH2:32])[CH:25]=[CH:26][CH:27]=2)[N:22]=1)=[O:20]. No catalyst specified. The product is [NH2:31][C:29]1[C:28]2[C:23](=[C:24]([NH2:32])[CH:25]=[CH:26][CH:27]=2)[N:22]=[C:21]([C:19]([OH:20])=[O:18])[CH:30]=1. The yield is 0.620.